Task: Predict the reactants needed to synthesize the given product.. Dataset: Full USPTO retrosynthesis dataset with 1.9M reactions from patents (1976-2016) (1) Given the product [CH3:25][N:24]([CH3:26])[CH2:23][C@H:11]([NH:10][S:7]([C:5]1[S:6][C:2]([C:28]#[C:27][C:29]2[CH:34]=[CH:33][C:32]([CH3:35])=[CH:31][CH:30]=2)=[CH:3][CH:4]=1)(=[O:9])=[O:8])[CH2:12][C:13]([O:15][CH2:16][C:17]1[CH:22]=[CH:21][CH:20]=[CH:19][CH:18]=1)=[O:14], predict the reactants needed to synthesize it. The reactants are: Br[C:2]1[S:6][C:5]([S:7]([NH:10][C@@H:11]([CH2:23][N:24]([CH3:26])[CH3:25])[CH2:12][C:13]([O:15][CH2:16][C:17]2[CH:22]=[CH:21][CH:20]=[CH:19][CH:18]=2)=[O:14])(=[O:9])=[O:8])=[CH:4][CH:3]=1.[C:27]([C:29]1[CH:34]=[CH:33][C:32]([CH3:35])=[CH:31][CH:30]=1)#[CH:28]. (2) Given the product [F:25][C:22]1[CH:23]=[CH:24][C:19]([N:15]2[C:16]3[C:12](=[CH:11][C:10]([O:9][CH2:8][CH2:7][CH2:6][CH2:5][CH2:4][CH2:3][CH2:2][N:26]4[CH2:31][CH2:30][CH2:29][CH2:28][CH2:27]4)=[CH:18][CH:17]=3)[CH:13]=[CH:14]2)=[CH:20][CH:21]=1, predict the reactants needed to synthesize it. The reactants are: Br[CH2:2][CH2:3][CH2:4][CH2:5][CH2:6][CH2:7][CH2:8][O:9][C:10]1[CH:11]=[C:12]2[C:16](=[CH:17][CH:18]=1)[N:15]([C:19]1[CH:24]=[CH:23][C:22]([F:25])=[CH:21][CH:20]=1)[CH:14]=[CH:13]2.[NH:26]1[CH2:31][CH2:30][CH2:29][CH2:28][CH2:27]1. (3) The reactants are: C(OC(=O)COC1C=CC(Cl)=CC=1C#CC1C=CC=C(S(CCC)(=O)=O)C=1)(C)(C)C.[C:31]([O:35][C:36](=[O:48])[CH2:37][O:38][C:39]1[CH:44]=[CH:43][C:42]([Cl:45])=[CH:41][C:40]=1[C:46]#[CH:47])([CH3:34])([CH3:33])[CH3:32].Br[C:50]1[CH:51]=[C:52]([S:57]([NH:60][CH2:61][C:62]([CH3:65])([CH3:64])[CH3:63])(=[O:59])=[O:58])[CH:53]=[CH:54][C:55]=1[CH3:56]. Given the product [C:31]([O:35][C:36](=[O:48])[CH2:37][O:38][C:39]1[CH:44]=[CH:43][C:42]([Cl:45])=[CH:41][C:40]=1[C:46]#[C:47][C:50]1[CH:51]=[C:52]([S:57]([NH:60][CH2:61][C:62]([CH3:64])([CH3:63])[CH3:65])(=[O:58])=[O:59])[CH:53]=[CH:54][C:55]=1[CH3:56])([CH3:34])([CH3:33])[CH3:32], predict the reactants needed to synthesize it. (4) Given the product [NH:5]([C:6]1[CH:7]=[CH:8][C:9]([O:12][CH3:13])=[N:10][CH:11]=1)[NH2:1], predict the reactants needed to synthesize it. The reactants are: [N:1]([O-])=O.[Na+].[NH2:5][C:6]1[CH:7]=[CH:8][C:9]([O:12][CH3:13])=[N:10][CH:11]=1.O.O.[Sn](Cl)Cl.[OH-].[Na+]. (5) Given the product [CH3:1][O:2][C:3]1[CH:4]=[C:5]2[C:10](=[CH:11][C:12]=1[O:13][CH3:14])[N:9]=[CH:8][CH:7]=[C:6]2[O:15][C:16]1[CH:25]=[C:24]2[C:19]([CH:20]=[CH:21][C:22]([C:26]([NH:41][C:40]3[CH:42]=[CH:43][C:37]([Cl:36])=[CH:38][CH:39]=3)=[O:28])=[CH:23]2)=[CH:18][CH:17]=1, predict the reactants needed to synthesize it. The reactants are: [CH3:1][O:2][C:3]1[CH:4]=[C:5]2[C:10](=[CH:11][C:12]=1[O:13][CH3:14])[N:9]=[CH:8][CH:7]=[C:6]2[O:15][C:16]1[CH:25]=[C:24]2[C:19]([CH:20]=[CH:21][C:22]([C:26]([OH:28])=O)=[CH:23]2)=[CH:18][CH:17]=1.CCN(CC)CC.[Cl:36][C:37]1[CH:43]=[CH:42][C:40]([NH2:41])=[CH:39][CH:38]=1. (6) The reactants are: [CH3:1][O:2][C:3]([NH:5][C@H:6]([C:20]([NH:22][C:23]1[CH:28]=[CH:27][CH:26]=[CH:25][C:24]=1[CH2:29][CH2:30][C@H:31]1[O:36][CH2:35][C@@H:34]([CH2:37][NH:38][C:39]([C:41]2[CH:46]=[CH:45][CH:44]=[CH:43][CH:42]=2)=[O:40])[N:33]([C:47]([O:49][C:50]([CH3:53])([CH3:52])[CH3:51])=[O:48])[CH2:32]1)=[O:21])[CH:7]([C:14]1[CH:19]=[CH:18][CH:17]=[CH:16][CH:15]=1)[C:8]1[CH:13]=[CH:12][CH:11]=[CH:10][CH:9]=1)=[O:4].C(Cl)Cl.[C:57]([OH:63])([C:59]([F:62])([F:61])[F:60])=[O:58]. Given the product [CH3:1][O:2][C:3]([NH:5][C@H:6]([C:20]([NH:22][C:23]1[CH:28]=[CH:27][CH:26]=[CH:25][C:24]=1[CH2:29][CH2:30][C@H:31]1[O:36][CH2:35][C@@H:34]([CH2:37][NH:38][C:39]([C:41]2[CH:46]=[CH:45][CH:44]=[CH:43][CH:42]=2)=[O:40])[N:33]([C:47]([O:49][C:50]([CH3:53])([CH3:52])[CH3:51])=[O:48])[CH2:32]1)=[O:21])[CH:7]([C:8]1[CH:9]=[CH:10][CH:11]=[CH:12][CH:13]=1)[C:14]1[CH:19]=[CH:18][CH:17]=[CH:16][CH:15]=1)=[O:4].[C:57]([OH:63])([C:59]([F:62])([F:61])[F:60])=[O:58], predict the reactants needed to synthesize it.